From a dataset of TCR-epitope binding with 47,182 pairs between 192 epitopes and 23,139 TCRs. Binary Classification. Given a T-cell receptor sequence (or CDR3 region) and an epitope sequence, predict whether binding occurs between them. The epitope is TEILPVSMTK. The TCR CDR3 sequence is CSARLSTLPADTQYF. Result: 0 (the TCR does not bind to the epitope).